Dataset: NCI-60 drug combinations with 297,098 pairs across 59 cell lines. Task: Regression. Given two drug SMILES strings and cell line genomic features, predict the synergy score measuring deviation from expected non-interaction effect. (1) Drug 1: C1=NC2=C(N=C(N=C2N1C3C(C(C(O3)CO)O)F)Cl)N. Drug 2: C1CNP(=O)(OC1)N(CCCl)CCCl. Cell line: OVCAR-5. Synergy scores: CSS=0.0280, Synergy_ZIP=-0.299, Synergy_Bliss=-1.69, Synergy_Loewe=-2.03, Synergy_HSA=-2.64. (2) Drug 1: CC1C(C(CC(O1)OC2CC(CC3=C2C(=C4C(=C3O)C(=O)C5=C(C4=O)C(=CC=C5)OC)O)(C(=O)C)O)N)O.Cl. Drug 2: C1=CC(=CC=C1CC(C(=O)O)N)N(CCCl)CCCl.Cl. Cell line: OVCAR-4. Synergy scores: CSS=13.1, Synergy_ZIP=2.01, Synergy_Bliss=8.55, Synergy_Loewe=-1.70, Synergy_HSA=4.95. (3) Drug 1: CS(=O)(=O)C1=CC(=C(C=C1)C(=O)NC2=CC(=C(C=C2)Cl)C3=CC=CC=N3)Cl. Drug 2: C1=NC2=C(N1)C(=S)N=CN2. Cell line: CCRF-CEM. Synergy scores: CSS=42.7, Synergy_ZIP=-7.04, Synergy_Bliss=-6.89, Synergy_Loewe=-22.9, Synergy_HSA=-6.72. (4) Drug 1: C1=CC(=CC=C1CCC2=CNC3=C2C(=O)NC(=N3)N)C(=O)NC(CCC(=O)O)C(=O)O. Drug 2: C1=CC(=CC=C1CCCC(=O)O)N(CCCl)CCCl. Cell line: KM12. Synergy scores: CSS=10.8, Synergy_ZIP=-8.67, Synergy_Bliss=-4.12, Synergy_Loewe=-2.04, Synergy_HSA=-1.86. (5) Drug 1: C1CC(=O)NC(=O)C1N2CC3=C(C2=O)C=CC=C3N. Drug 2: CC1C(C(CC(O1)OC2CC(CC3=C2C(=C4C(=C3O)C(=O)C5=C(C4=O)C(=CC=C5)OC)O)(C(=O)C)O)N)O.Cl. Cell line: MCF7. Synergy scores: CSS=24.2, Synergy_ZIP=-2.58, Synergy_Bliss=1.89, Synergy_Loewe=-18.4, Synergy_HSA=1.85. (6) Drug 1: CC1CCC2CC(C(=CC=CC=CC(CC(C(=O)C(C(C(=CC(C(=O)CC(OC(=O)C3CCCCN3C(=O)C(=O)C1(O2)O)C(C)CC4CCC(C(C4)OC)O)C)C)O)OC)C)C)C)OC. Drug 2: CC1=C(N=C(N=C1N)C(CC(=O)N)NCC(C(=O)N)N)C(=O)NC(C(C2=CN=CN2)OC3C(C(C(C(O3)CO)O)O)OC4C(C(C(C(O4)CO)O)OC(=O)N)O)C(=O)NC(C)C(C(C)C(=O)NC(C(C)O)C(=O)NCCC5=NC(=CS5)C6=NC(=CS6)C(=O)NCCC[S+](C)C)O. Cell line: MALME-3M. Synergy scores: CSS=16.6, Synergy_ZIP=-6.26, Synergy_Bliss=0.496, Synergy_Loewe=-1.36, Synergy_HSA=-0.973.